From a dataset of Reaction yield outcomes from USPTO patents with 853,638 reactions. Predict the reaction yield, written as a fraction of the theoretical maximum amount of product (1.0 means a 100% yield; for example, 0.34 means a 34% yield). The reactants are [CH3:1][C@:2]1([CH2:56][O:57]C(=O)C2C=CC=CC=2)[O:28][C@@H:6]([O:7][C:8]2[CH:13]=[C:12]([CH2:14][O:15]C(=O)C)[CH:11]=[CH:10][C:9]=2[CH2:19][C:20]2[CH:25]=[CH:24][C:23]([CH2:26][CH3:27])=[CH:22][CH:21]=2)[C@H:5]([O:29]C(=O)C2C=CC=CC=2)[C@@H:4]([O:38]C(=O)C2C=CC=CC=2)[C@@H:3]1[O:47]C(=O)C1C=CC=CC=1.C(=O)([O-])[O-].[K+].[K+].CO.COC[C@H]1O[C@@H](OC2C=C(CO)C=CC=2CC2C=CC(CC)=CC=2)[C@H](O)[C@@H](O)[C@@H]1O. The catalyst is C(Cl)Cl. The product is [CH3:1][C@:2]1([CH2:56][OH:57])[O:28][C@@H:6]([O:7][C:8]2[CH:13]=[C:12]([CH2:14][OH:15])[CH:11]=[CH:10][C:9]=2[CH2:19][C:20]2[CH:21]=[CH:22][C:23]([CH2:26][CH3:27])=[CH:24][CH:25]=2)[C@H:5]([OH:29])[C@@H:4]([OH:38])[C@@H:3]1[OH:47]. The yield is 0.590.